This data is from Forward reaction prediction with 1.9M reactions from USPTO patents (1976-2016). The task is: Predict the product of the given reaction. (1) Given the reactants [NH:1](C(OCC1C=CC=CC=1)=O)[C@H:2]([C:12]([NH:14][CH2:15][C:16]([NH:18][CH2:19][C:20]([NH2:22])=[O:21])=[O:17])=[O:13])[CH2:3][CH2:4][C:5](=[O:11])[O:6][C:7]([CH3:10])([CH3:9])[CH3:8].O, predict the reaction product. The product is: [NH2:1][C@H:2]([C:12]([NH:14][CH2:15][C:16]([NH:18][CH2:19][C:20]([NH2:22])=[O:21])=[O:17])=[O:13])[CH2:3][CH2:4][C:5](=[O:11])[O:6][C:7]([CH3:9])([CH3:10])[CH3:8]. (2) Given the reactants [CH3:1][C:2]1[C:3]([CH3:31])=[CH:4][C:5]2[N:14]([CH2:15][CH:16]3[CH2:20][CH2:19][CH2:18][N:17]3C(OC(C)(C)C)=O)[C:13]3[C:8]([C:9](=[O:29])[NH:10][C:11](=[O:28])[N:12]=3)=[N:7][C:6]=2[CH:30]=1.[C:32]([OH:38])([C:34]([F:37])([F:36])[F:35])=[O:33].CC1C(C)=CC2N(CC3CCCN3)C3C(C(=O)NC(=O)N=3)=NC=2C=1, predict the reaction product. The product is: [F:35][C:34]([F:37])([F:36])[C:32]([OH:38])=[O:33].[CH3:1][C:2]1[C:3]([CH3:31])=[CH:4][C:5]2[N:14]([CH2:15][CH:16]3[CH2:20][CH2:19][CH2:18][NH:17]3)[C:13]3[C:8]([C:9](=[O:29])[NH:10][C:11](=[O:28])[N:12]=3)=[N:7][C:6]=2[CH:30]=1. (3) The product is: [I:18][CH2:2][O:3][C:4](=[O:17])[CH2:5][CH2:6][C:7]([O:9][CH2:10][C:11]1[CH:16]=[CH:15][CH:14]=[CH:13][CH:12]=1)=[O:8]. Given the reactants Cl[CH2:2][O:3][C:4](=[O:17])[CH2:5][CH2:6][C:7]([O:9][CH2:10][C:11]1[CH:16]=[CH:15][CH:14]=[CH:13][CH:12]=1)=[O:8].[I-:18].[Na+], predict the reaction product.